The task is: Predict the reactants needed to synthesize the given product.. This data is from Full USPTO retrosynthesis dataset with 1.9M reactions from patents (1976-2016). The reactants are: Cl.COC[O:5][C:6]1[CH:7]=[CH:8][C:9]2[C@@H:10]3[C@@H:18]([C@H:19]([CH2:24][CH2:25][CH2:26][CH2:27][O:28][CH2:29][CH2:30][O:31][CH2:32][CH2:33][O:34][CH2:35][CH2:36][O:37][CH2:38][C:39]4[CH:44]=[CH:43][CH:42]=[CH:41][CH:40]=4)[C:20](=[O:23])[C:21]=2[CH:22]=1)[C@H:17]1[C@@:13]([CH3:49])([C@@H:14]([O:45]COC)[CH2:15][CH2:16]1)[CH2:12][CH2:11]3.O. Given the product [OH:5][C:6]1[CH:7]=[CH:8][C:9]2[C@@H:10]3[C@@H:18]([C@H:19]([CH2:24][CH2:25][CH2:26][CH2:27][O:28][CH2:29][CH2:30][O:31][CH2:32][CH2:33][O:34][CH2:35][CH2:36][O:37][CH2:38][C:39]4[CH:40]=[CH:41][CH:42]=[CH:43][CH:44]=4)[C:20](=[O:23])[C:21]=2[CH:22]=1)[C@H:17]1[C@@:13]([CH3:49])([C@@H:14]([OH:45])[CH2:15][CH2:16]1)[CH2:12][CH2:11]3, predict the reactants needed to synthesize it.